The task is: Predict the reactants needed to synthesize the given product.. This data is from Full USPTO retrosynthesis dataset with 1.9M reactions from patents (1976-2016). (1) Given the product [CH3:1][O:2][C:5]1[N:10]=[CH:9][C:8]([N+:11]([O-:13])=[O:12])=[CH:7][N:6]=1, predict the reactants needed to synthesize it. The reactants are: [CH3:1][O-:2].[Na+].Cl[C:5]1[N:10]=[CH:9][C:8]([N+:11]([O-:13])=[O:12])=[CH:7][N:6]=1. (2) Given the product [BrH:11].[CH3:1][N:2]([CH3:10])[C:3]1[CH:8]=[CH:7][N:6]2[CH:12]=[C:13]([C:15]3[CH:16]=[C:17]([OH:21])[CH:18]=[CH:19][CH:20]=3)[N:9]=[C:5]2[CH:4]=1, predict the reactants needed to synthesize it. The reactants are: [CH3:1][N:2]([CH3:10])[C:3]1[CH:8]=[CH:7][N:6]=[C:5]([NH2:9])[CH:4]=1.[Br:11][CH2:12][C:13]([C:15]1[CH:20]=[CH:19][CH:18]=[C:17]([OH:21])[CH:16]=1)=O. (3) Given the product [C:1]([C:3]1[CH:4]=[CH:5][C:6]([CH2:7][NH:8][C:9](=[O:29])[CH:10]([C:13]2[CH:18]=[CH:17][C:16]([C:34]3[CH:39]=[CH:38][N:37]=[CH:36][CH:35]=3)=[CH:15][C:14]=2[F:28])[O:11][CH3:12])=[CH:30][CH:31]=1)#[N:2], predict the reactants needed to synthesize it. The reactants are: [C:1]([C:3]1[CH:31]=[CH:30][C:6]([CH2:7][NH:8][C:9](=[O:29])[CH:10]([C:13]2[CH:18]=[CH:17][C:16](B3OC(C)(C)C(C)(C)O3)=[CH:15][C:14]=2[F:28])[O:11][CH3:12])=[CH:5][CH:4]=1)#[N:2].Cl.Br[C:34]1[CH:39]=[CH:38][N:37]=[CH:36][CH:35]=1. (4) Given the product [CH3:1][O:2][CH2:3][CH2:4][O:5][C:6]1[CH:11]=[CH:10][C:9]([C:12]2[N:13]=[C:14]3[CH:19]=[CH:18][C:17]([O:20][CH2:21][CH2:22][CH3:23])=[N:16][N:15]3[C:24]=2[I:25])=[CH:8][CH:7]=1, predict the reactants needed to synthesize it. The reactants are: [CH3:1][O:2][CH2:3][CH2:4][O:5][C:6]1[CH:11]=[CH:10][C:9]([C:12]2[N:13]=[C:14]3[CH:19]=[CH:18][C:17]([O:20][CH2:21][CH2:22][CH3:23])=[N:16][N:15]3[CH:24]=2)=[CH:8][CH:7]=1.[I:25]N1C(=O)CCC1=O. (5) Given the product [CH2:1]([O:3][C:4](=[O:20])[CH2:5][CH2:6][C:7]1[CH:8]=[N:9][C:10]([C:13]2[CH:18]=[CH:17][CH:16]=[CH:15][C:14]=2[F:19])=[CH:11][CH:12]=1)[CH3:2], predict the reactants needed to synthesize it. The reactants are: [CH2:1]([O:3][C:4](=[O:20])[CH:5]=[CH:6][C:7]1[CH:8]=[N:9][C:10]([C:13]2[CH:18]=[CH:17][CH:16]=[CH:15][C:14]=2[F:19])=[CH:11][CH:12]=1)[CH3:2].[Bi](Cl)(Cl)Cl.[BH4-].[Na+].Cl. (6) Given the product [C:15]1([C:37]2[CH:42]=[CH:41][CH:40]=[CH:39][CH:38]=2)[CH:16]=[CH:17][C:18]([CH2:21][C@H:22]2[N:26](/[CH:27]=[CH:43]/[C:44]3[CH:49]=[CH:48][CH:47]=[CH:46][CH:45]=3)[C:54](=[O:57])[C:24](=[CH2:25])[CH2:23]2)=[CH:19][CH:20]=1, predict the reactants needed to synthesize it. The reactants are: C([Li])CCC.C[Si](N[Si](C)(C)C)(C)C.[C:15]1([C:37]2[CH:42]=[CH:41][CH:40]=[CH:39][CH:38]=2)[CH:20]=[CH:19][C:18]([CH2:21][C@H:22]2[N:26]([CH2:27]C3C=CC(OC)=CC=3)[C:25](=O)[CH2:24][CH2:23]2)=[CH:17][CH:16]=1.[C:43](Cl)(=O)[C:44]1[CH:49]=[CH:48][CH:47]=[CH:46][CH:45]=1.C=O.[C:54]([O-:57])([O-])=O.[K+].[K+]. (7) Given the product [F:1][C:2]1[CH:14]=[CH:13][C:5]2[S:6][C:7]([CH2:10][N:11]([CH3:12])[C:28](=[O:30])/[CH:27]=[CH:26]/[C:21]3[CH:22]=[N:23][C:24]4[NH:25][C:16](=[O:15])[CH2:17][CH2:18][C:19]=4[CH:20]=3)=[C:8]([CH3:9])[C:4]=2[CH:3]=1, predict the reactants needed to synthesize it. The reactants are: [F:1][C:2]1[CH:14]=[CH:13][C:5]2[S:6][C:7]([CH2:10][NH:11][CH3:12])=[C:8]([CH3:9])[C:4]=2[CH:3]=1.[O:15]=[C:16]1[NH:25][C:24]2[N:23]=[CH:22][C:21](/[CH:26]=[CH:27]/[C:28]([OH:30])=O)=[CH:20][C:19]=2[CH2:18][CH2:17]1.ON1C2C=CC=CC=2N=N1.C(N(C(C)C)CC)(C)C.CN(C)CCCN=C=NCC. (8) Given the product [CH2:37]([O:39][C:40]([CH:42]1[CH2:49][C:45]2([CH2:46][CH2:47][CH2:48]2)[O:44][N:43]1[C:7](=[O:9])[CH:6]([NH:5][C:3]([O:2][CH3:1])=[O:4])[CH:10]([CH3:12])[CH3:11])=[O:41])[CH3:38], predict the reactants needed to synthesize it. The reactants are: [CH3:1][O:2][C:3]([NH:5][CH:6]([CH:10]([CH3:12])[CH3:11])[C:7]([OH:9])=O)=[O:4].CN(C(ON1N=NC2C=CC=NC1=2)=[N+](C)C)C.F[P-](F)(F)(F)(F)F.[CH2:37]([O:39][C:40]([CH:42]1[CH2:49][C:45]2([CH2:48][CH2:47][CH2:46]2)[O:44][NH:43]1)=[O:41])[CH3:38].C(N(C(C)C)CC)(C)C. (9) Given the product [Cl:28][C:17]1[CH:18]=[C:13]2[C:12]([C:21]3[CH:22]=[CH:23][C:24]([Cl:27])=[CH:25][CH:26]=3)=[C:11]([S:8]([C:5]3[CH:4]=[CH:3][C:2]([Cl:1])=[CH:7][CH:6]=3)(=[O:9])=[O:10])[S:20][C:14]2=[N:15][CH:16]=1, predict the reactants needed to synthesize it. The reactants are: [Cl:1][C:2]1[CH:7]=[CH:6][C:5]([S:8]([C:11]2[S:20][C:14]3=[N:15][CH:16]=[C:17](N)[CH:18]=[C:13]3[C:12]=2[C:21]2[CH:26]=[CH:25][C:24]([Cl:27])=[CH:23][CH:22]=2)(=[O:10])=[O:9])=[CH:4][CH:3]=1.[ClH:28].N([O-])=O.[Na+].C([O-])(O)=O.[Na+]. (10) The reactants are: [H-].[Na+].[O:3]=[C:4]1[NH:9][CH2:8][CH2:7][N:6]2[N:10]=[C:11]([C:13]([O:15][CH2:16][CH3:17])=[O:14])[CH:12]=[C:5]12.[CH2:18](Br)[C:19]1[CH:24]=[CH:23][CH:22]=[CH:21][CH:20]=1. Given the product [CH2:18]([N:9]1[CH2:8][CH2:7][N:6]2[N:10]=[C:11]([C:13]([O:15][CH2:16][CH3:17])=[O:14])[CH:12]=[C:5]2[C:4]1=[O:3])[C:19]1[CH:24]=[CH:23][CH:22]=[CH:21][CH:20]=1, predict the reactants needed to synthesize it.